This data is from Full USPTO retrosynthesis dataset with 1.9M reactions from patents (1976-2016). The task is: Predict the reactants needed to synthesize the given product. (1) The reactants are: C[O:2][C:3](=[O:26])/[CH:4]=[CH:5]/[C:6]1[CH:11]=[CH:10][C:9]([CH2:12][C:13]2[C:14]([CH2:24][CH3:25])=[N:15][N:16]3[C:21]([CH3:22])=[CH:20][C:19]([CH3:23])=[N:18][C:17]=23)=[CH:8][CH:7]=1.[Li+].[OH-].Cl. Given the product [CH2:24]([C:14]1[C:13]([CH2:12][C:9]2[CH:8]=[CH:7][C:6](/[CH:5]=[CH:4]/[C:3]([OH:26])=[O:2])=[CH:11][CH:10]=2)=[C:17]2[N:18]=[C:19]([CH3:23])[CH:20]=[C:21]([CH3:22])[N:16]2[N:15]=1)[CH3:25], predict the reactants needed to synthesize it. (2) The reactants are: [F:1][CH2:2][C:3]1[N:8]=[C:7]([C:9]#[C:10][CH2:11][CH2:12][NH:13][CH3:14])[CH:6]=[CH:5][CH:4]=1.[Cl:15][C:16]1[CH:21]=[CH:20][CH:19]=[CH:18][C:17]=1[S:22](Cl)(=[O:24])=[O:23]. Given the product [Cl:15][C:16]1[CH:21]=[CH:20][CH:19]=[CH:18][C:17]=1[S:22]([N:13]([CH2:12][CH2:11][C:10]#[C:9][C:7]1[CH:6]=[CH:5][CH:4]=[C:3]([CH2:2][F:1])[N:8]=1)[CH3:14])(=[O:24])=[O:23], predict the reactants needed to synthesize it. (3) Given the product [CH3:15][CH2:14][N:16]=[C:20]=[N:21][CH2:22][CH2:9][CH2:7][N:3]([CH3:2])[CH3:4], predict the reactants needed to synthesize it. The reactants are: C[CH2:2][N:3]([CH:7]([CH3:9])C)[CH:4](C)C.C1C=CC2N(O)N=[N:16][C:14]=2[CH:15]=1.[CH3:20][N:21](C=O)[CH3:22]. (4) The reactants are: [F:1][C:2]([F:7])([F:6])[CH:3]([OH:5])[CH3:4].[H-].[Na+].F[C:11]1[CH:18]=[CH:17][C:14]([C:15]#[N:16])=[CH:13][CH:12]=1.Cl. Given the product [F:1][C:2]([F:7])([F:6])[CH:3]([CH3:4])[O:5][C:11]1[CH:18]=[CH:17][C:14]([C:15]#[N:16])=[CH:13][CH:12]=1, predict the reactants needed to synthesize it. (5) Given the product [CH2:34]([N:33]1[C@H:32]([CH3:41])[C:31](=[O:42])[NH:8][C@@H:9]([CH3:10])[C:11]1=[O:12])[C:35]1[CH:36]=[CH:37][CH:38]=[CH:39][CH:40]=1, predict the reactants needed to synthesize it. The reactants are: C(OC([NH:8][C@H:9]([C:11](O)=[O:12])[CH3:10])=O)(C)(C)C.C1CCC(N=C=NC2CCCCC2)CC1.CO[C:31](=[O:42])[C@@H:32]([CH3:41])[NH:33][CH2:34][C:35]1[CH:40]=[CH:39][CH:38]=[CH:37][CH:36]=1. (6) Given the product [CH3:9][C:10]1[CH:11]=[C:12]([C:23]2[CH:22]=[CH:21][CH:20]=[C:28]3[C:24]=2[CH:25]=[CH:26][CH2:27]3)[CH:13]=[CH:14][CH:15]=1, predict the reactants needed to synthesize it. The reactants are: P([O-])([O-])([O-])=O.[K+].[K+].[K+].[CH3:9][C:10]1[CH:11]=[C:12](B(O)O)[CH:13]=[CH:14][CH:15]=1.Br[C:20]1[CH:21]=[CH:22][CH:23]=[C:24]2[C:28]=1[CH2:27][CH:26]=[CH:25]2.